From a dataset of Catalyst prediction with 721,799 reactions and 888 catalyst types from USPTO. Predict which catalyst facilitates the given reaction. (1) Reactant: Br[C:2]1[CH:3]=[C:4]([N:8]2[C:16]3[CH:15]=[CH:14][C:13]([CH3:17])=[CH:12][C:11]=3[C:10]3[CH2:18][N:19]([CH3:22])[CH2:20][CH2:21][C:9]2=3)[CH:5]=[CH:6][CH:7]=1.[CH3:23][N:24]([CH3:40])[C:25]1[N:30]=[CH:29][C:28](B2OC(C)(C)C(C)(C)O2)=[CH:27][N:26]=1.C([O-])([O-])=O.[K+].[K+].O. Product: [CH3:22][N:19]1[CH2:20][CH2:21][C:9]2[N:8]([C:4]3[CH:3]=[C:2]([C:28]4[CH:27]=[N:26][C:25]([N:24]([CH3:40])[CH3:23])=[N:30][CH:29]=4)[CH:7]=[CH:6][CH:5]=3)[C:16]3[CH:15]=[CH:14][C:13]([CH3:17])=[CH:12][C:11]=3[C:10]=2[CH2:18]1. The catalyst class is: 104. (2) Reactant: [OH:1][C:2]1([CH3:25])[CH2:8][N:7]([C:9]([O:11][C:12]([CH3:15])([CH3:14])[CH3:13])=[O:10])[CH2:6][CH2:5][N:4]([C:16]2[N:20]([CH3:21])[N:19]=[CH:18][C:17]=2[N+:22]([O-:24])=[O:23])[CH2:3]1.[H-].[Na+].I[CH3:29].O. Product: [CH3:29][O:1][C:2]1([CH3:25])[CH2:8][N:7]([C:9]([O:11][C:12]([CH3:15])([CH3:14])[CH3:13])=[O:10])[CH2:6][CH2:5][N:4]([C:16]2[N:20]([CH3:21])[N:19]=[CH:18][C:17]=2[N+:22]([O-:24])=[O:23])[CH2:3]1. The catalyst class is: 3.